The task is: Predict the reaction yield, written as a fraction of the theoretical maximum amount of product (1.0 means a 100% yield; for example, 0.34 means a 34% yield).. This data is from Reaction yield outcomes from USPTO patents with 853,638 reactions. (1) The reactants are BrC1C=C(Br)C2N(C(C(=O)C)=C(C3C=CC(F)=CC=3)N=2)C=1.[Br:22][C:23]1[CH:24]=[C:25]([Br:46])[C:26]2[N:27]([C:29]([C:39](=O)/[CH:40]=[CH:41]/N(C)C)=[C:30]([C:32]3[CH:37]=[CH:36][C:35]([F:38])=[CH:34][CH:33]=3)[N:31]=2)[CH:28]=1.[CH:47]1([NH:52][C:53]([NH2:55])=[NH:54])[CH2:51][CH2:50][CH2:49][CH2:48]1. The catalyst is COC(OC)N(C)C. The product is [CH:47]1([NH:52][C:53]2[N:55]=[C:39]([C:29]3[N:27]4[CH:28]=[C:23]([Br:22])[CH:24]=[C:25]([Br:46])[C:26]4=[N:31][C:30]=3[C:32]3[CH:37]=[CH:36][C:35]([F:38])=[CH:34][CH:33]=3)[CH:40]=[CH:41][N:54]=2)[CH2:51][CH2:50][CH2:49][CH2:48]1. The yield is 0.540. (2) The reactants are C([NH:5][S:6]([C:9]1[S:10][C:11]([C:14]2[CH:19]=[CH:18][CH:17]=[C:16]([C:20]3[N:25]=[C:24]([C:26]([F:29])([F:28])[F:27])[CH:23]=[C:22]([C:30]4[CH:35]=[CH:34][C:33]([Cl:36])=[C:32]([Cl:37])[CH:31]=4)[N:21]=3)[CH:15]=2)=[CH:12][CH:13]=1)(=[O:8])=[O:7])(C)(C)C.C(O)(C(F)(F)F)=O. The catalyst is ClCCl. The product is [Cl:37][C:32]1[CH:31]=[C:30]([C:22]2[CH:23]=[C:24]([C:26]([F:27])([F:29])[F:28])[N:25]=[C:20]([C:16]3[CH:15]=[C:14]([C:11]4[S:10][C:9]([S:6]([NH2:5])(=[O:7])=[O:8])=[CH:13][CH:12]=4)[CH:19]=[CH:18][CH:17]=3)[N:21]=2)[CH:35]=[CH:34][C:33]=1[Cl:36]. The yield is 0.510. (3) The reactants are [H-].[Na+].[CH2:3]([O:10][CH2:11][CH2:12][O:13][CH2:14][CH2:15][O:16][CH2:17][CH2:18][O:19][CH2:20][CH2:21][O:22][CH2:23][CH2:24][O:25][CH2:26][CH2:27][OH:28])[C:4]1[CH:9]=[CH:8][CH:7]=[CH:6][CH:5]=1.CS(O[CH2:34][CH2:35][CH2:36][CH2:37][CH2:38][C:39]([O:41][CH2:42][CH3:43])=[O:40])(=O)=O. The catalyst is C1(C)C=CC=CC=1. The product is [CH2:42]([O:41][C:39](=[O:40])[CH2:38][CH2:37][CH2:36][CH2:35][CH2:34][O:28][CH2:27][CH2:26][O:25][CH2:24][CH2:23][O:22][CH2:21][CH2:20][O:19][CH2:18][CH2:17][O:16][CH2:15][CH2:14][O:13][CH2:12][CH2:11][O:10][CH2:3][C:4]1[CH:5]=[CH:6][CH:7]=[CH:8][CH:9]=1)[CH3:43]. The yield is 0.440. (4) The reactants are [CH2:1]([C@H:4]1[CH2:8][C@H:7]([CH2:9][C:10]2[CH:15]=[CH:14][C:13]([N+:16]([O-:18])=[O:17])=[CH:12][CH:11]=2)[N:6]([C:19]([O:21][C:22]([CH3:25])([CH3:24])[CH3:23])=[O:20])[C:5]1=[O:26])[CH:2]=C.[O:27]=[O+][O-].CS(C)=O. The catalyst is C(Cl)Cl. The product is [N+:16]([C:13]1[CH:12]=[CH:11][C:10]([CH2:9][C@@H:7]2[N:6]([C:19]([O:21][C:22]([CH3:23])([CH3:25])[CH3:24])=[O:20])[C:5](=[O:26])[C@@H:4]([CH2:1][CH:2]=[O:27])[CH2:8]2)=[CH:15][CH:14]=1)([O-:18])=[O:17]. The yield is 0.780.